This data is from Forward reaction prediction with 1.9M reactions from USPTO patents (1976-2016). The task is: Predict the product of the given reaction. (1) Given the reactants [CH2:1]([O:5][C:6]1[C:15]2[C:10](=[CH:11][CH:12]=[C:13]([C:16]3[S:17][C:18]([C:22]([OH:24])=[O:23])=[C:19]([CH3:21])[N:20]=3)[CH:14]=2)[C:9](=[O:25])[N:8]([CH2:26][CH:27]([CH3:29])[CH3:28])[C:7]=1[CH2:30][NH:31]C(OC(C)(C)C)=O)[CH2:2][CH2:3][CH3:4].[ClH:39], predict the reaction product. The product is: [ClH:39].[NH2:31][CH2:30][C:7]1[N:8]([CH2:26][CH:27]([CH3:28])[CH3:29])[C:9](=[O:25])[C:10]2[C:15]([C:6]=1[O:5][CH2:1][CH2:2][CH2:3][CH3:4])=[CH:14][C:13]([C:16]1[S:17][C:18]([C:22]([OH:24])=[O:23])=[C:19]([CH3:21])[N:20]=1)=[CH:12][CH:11]=2. (2) Given the reactants FC1(F)CC1CN1CCN(C2SC(C(OCC)=O)=C(C)N=2)C1=O.[CH3:24][C:25]1[N:26]=[C:27]([N:35]2[CH2:39][CH2:38][N:37]([CH2:40][CH2:41][CH2:42][C:43]([F:46])([F:45])[F:44])[C:36]2=[O:47])[S:28][C:29]=1[C:30]([O:32]CC)=[O:31], predict the reaction product. The product is: [CH3:24][C:25]1[N:26]=[C:27]([N:35]2[CH2:39][CH2:38][N:37]([CH2:40][CH2:41][CH2:42][C:43]([F:44])([F:45])[F:46])[C:36]2=[O:47])[S:28][C:29]=1[C:30]([OH:32])=[O:31]. (3) Given the reactants [CH3:1][C:2]1([CH3:19])[CH2:18][N:6]2[C:7](=[O:17])[CH:8]=[C:9]([C:11]3[CH:16]=[CH:15][N:14]=[CH:13][CH:12]=3)[N:10]=[C:5]2[NH:4][CH2:3]1.[Br:20]Br, predict the reaction product. The product is: [BrH:20].[Br:20][C:8]1[C:7](=[O:17])[N:6]2[CH2:18][C:2]([CH3:19])([CH3:1])[CH2:3][NH:4][C:5]2=[N:10][C:9]=1[C:11]1[CH:16]=[CH:15][N:14]=[CH:13][CH:12]=1. (4) Given the reactants [CH:1]([N:4]1[C:8]([C:9]2[N:10]=[C:11]3[C:17]4[CH:18]=[N:19][C:20]([OH:22])=[CH:21][C:16]=4[O:15][CH2:14][CH2:13][N:12]3[CH:23]=2)=[N:7][C:6]([CH3:24])=[N:5]1)([CH3:3])[CH3:2].ClC1C=CC(N([S:33]([C:36]([F:39])([F:38])[F:37])(=[O:35])=[O:34])[S:33]([C:36]([F:39])([F:38])[F:37])(=[O:35])=[O:34])=NC=1.C(N(CC)CC)C, predict the reaction product. The product is: [F:37][C:36]([F:39])([F:38])[S:33]([O:22][C:20]1[N:19]=[CH:18][C:17]2[C:11]3[N:12]([CH:23]=[C:9]([C:8]4[N:4]([CH:1]([CH3:3])[CH3:2])[N:5]=[C:6]([CH3:24])[N:7]=4)[N:10]=3)[CH2:13][CH2:14][O:15][C:16]=2[CH:21]=1)(=[O:35])=[O:34]. (5) Given the reactants FC(F)(F)C(O)=O.C([O:15][C:16]1[CH:17]=[CH:18][C:19]2[C:23]([O:24][C:25]3[CH:39]=[CH:38][C:28]([O:29][CH2:30][CH2:31][N:32]4[CH2:37][CH2:36][CH2:35][CH2:34][CH2:33]4)=[CH:27][CH:26]=3)=[C:22]([C:40]3[CH:45]=[CH:44][C:43]([S:46]([CH3:49])(=[O:48])=[O:47])=[CH:42][CH:41]=3)[S:21][C:20]=2[CH:50]=1)C1C=CC=CC=1.C([O-])=O.[NH4+], predict the reaction product. The product is: [CH3:49][S:46]([C:43]1[CH:42]=[CH:41][C:40]([C:22]2[S:21][C:20]3[CH:50]=[C:16]([OH:15])[CH:17]=[CH:18][C:19]=3[C:23]=2[O:24][C:25]2[CH:39]=[CH:38][C:28]([O:29][CH2:30][CH2:31][N:32]3[CH2:37][CH2:36][CH2:35][CH2:34][CH2:33]3)=[CH:27][CH:26]=2)=[CH:45][CH:44]=1)(=[O:47])=[O:48]. (6) Given the reactants [CH3:1][C:2]1([CH3:31])[C:8](=[O:9])[NH:7][C:6]2[N:10]=[CH:11][C:12](/[CH:14]=[CH:15]/[C:16]([N:18]([CH3:30])[CH2:19][C:20]3[S:24][C:23]4[CH:25]=[CH:26][CH:27]=[CH:28][C:22]=4[C:21]=3[CH3:29])=[O:17])=[CH:13][C:5]=2[CH2:4][NH:3]1.[ClH:32], predict the reaction product. The product is: [ClH:32].[CH3:1][C:2]1([CH3:31])[C:8](=[O:9])[NH:7][C:6]2[N:10]=[CH:11][C:12](/[CH:14]=[CH:15]/[C:16]([N:18]([CH3:30])[CH2:19][C:20]3[S:24][C:23]4[CH:25]=[CH:26][CH:27]=[CH:28][C:22]=4[C:21]=3[CH3:29])=[O:17])=[CH:13][C:5]=2[CH2:4][NH:3]1. (7) Given the reactants Cl[C:2]1[C:3]2[C:4](=[CH:15][N:16](CC3C=CC(OC)=CC=3)[N:17]=2)[N:5]=[C:6]([CH:8]2[CH2:13][CH2:12][N:11]([CH3:14])[CH2:10][CH2:9]2)[N:7]=1.[N:27]1([C:32]2[CH:38]=[CH:37][C:35]([NH2:36])=[CH:34][CH:33]=2)[CH2:31][CH2:30][CH2:29][CH2:28]1.Cl, predict the reaction product. The product is: [CH3:14][N:11]1[CH2:10][CH2:9][CH:8]([C:6]2[N:7]=[C:2]([NH:36][C:35]3[CH:34]=[CH:33][C:32]([N:27]4[CH2:31][CH2:30][CH2:29][CH2:28]4)=[CH:38][CH:37]=3)[C:3]3[NH:17][N:16]=[CH:15][C:4]=3[N:5]=2)[CH2:13][CH2:12]1. (8) Given the reactants Cl[C:2]1[S:3][C:4]2[CH:10]=[CH:9][CH:8]=[CH:7][C:5]=2[N:6]=1.[NH2:11][CH2:12][C@H:13]1[C@@H:18]([O:19][CH3:20])[CH2:17][CH2:16][CH2:15][N:14]1[C:21]([C:23]1[N:24]=[C:25]([CH3:35])[S:26][C:27]=1[C:28]1[CH:33]=[CH:32][C:31]([F:34])=[CH:30][CH:29]=1)=[O:22], predict the reaction product. The product is: [S:3]1[C:4]2[CH:10]=[CH:9][CH:8]=[CH:7][C:5]=2[N:6]=[C:2]1[NH:11][CH2:12][C@H:13]1[C@@H:18]([O:19][CH3:20])[CH2:17][CH2:16][CH2:15][N:14]1[C:21]([C:23]1[N:24]=[C:25]([CH3:35])[S:26][C:27]=1[C:28]1[CH:29]=[CH:30][C:31]([F:34])=[CH:32][CH:33]=1)=[O:22]. (9) Given the reactants [F:1][C:2]([F:28])([F:27])[C:3]1[CH:8]=[CH:7][C:6]([C:9]2[CH:14]=[CH:13][C:12]([O:15][CH:16]([C:18]3[CH:26]=[CH:25][C:21]([C:22]([OH:24])=O)=[CH:20][N:19]=3)[CH3:17])=[CH:11][CH:10]=2)=[CH:5][CH:4]=1.Cl.[NH2:30][CH2:31][CH2:32][C:33]([O:35]C)=[O:34].CN1CCOCC1, predict the reaction product. The product is: [F:28][C:2]([F:1])([F:27])[C:3]1[CH:4]=[CH:5][C:6]([C:9]2[CH:10]=[CH:11][C:12]([O:15][CH:16]([C:18]3[CH:26]=[CH:25][C:21]([C:22]([NH:30][CH2:31][CH2:32][C:33]([OH:35])=[O:34])=[O:24])=[CH:20][N:19]=3)[CH3:17])=[CH:13][CH:14]=2)=[CH:7][CH:8]=1. (10) Given the reactants [CH2:1]([C@H:3]1[N:7]([C:8]([O:10][CH2:11][C:12]2[CH:17]=[CH:16][CH:15]=[CH:14][CH:13]=2)=[O:9])[C@H:6]([C:18]([O:20]C(C)(C)C)=[O:19])[CH2:5][CH2:4]1)[CH3:2].FC(F)(F)C(O)=O, predict the reaction product. The product is: [CH2:11]([O:10][C:8]([N:7]1[C@H:3]([CH2:1][CH3:2])[CH2:4][CH2:5][C@H:6]1[C:18]([OH:20])=[O:19])=[O:9])[C:12]1[CH:13]=[CH:14][CH:15]=[CH:16][CH:17]=1.